This data is from Forward reaction prediction with 1.9M reactions from USPTO patents (1976-2016). The task is: Predict the product of the given reaction. (1) Given the reactants FC(F)(F)C(O)=O.[CH3:8][O:9][CH2:10][C@@H:11]([O:13][C:14]1[CH:15]=[C:16]([CH:33]=[C:34]([O:36][C:37]2[CH:42]=[CH:41][C:40]([S:43]([CH3:46])(=[O:45])=[O:44])=[CH:39][CH:38]=2)[CH:35]=1)[C:17]([NH:19][C:20]1[CH:24]=[C:23]([CH3:25])[N:22](C(OCCCC)=O)[N:21]=1)=[O:18])[CH3:12], predict the reaction product. The product is: [CH3:8][O:9][CH2:10][C@@H:11]([O:13][C:14]1[CH:15]=[C:16]([CH:33]=[C:34]([O:36][C:37]2[CH:38]=[CH:39][C:40]([S:43]([CH3:46])(=[O:45])=[O:44])=[CH:41][CH:42]=2)[CH:35]=1)[C:17]([NH:19][C:20]1[CH:24]=[C:23]([CH3:25])[NH:22][N:21]=1)=[O:18])[CH3:12]. (2) Given the reactants [OH:1][C:2]([C:5]1[O:6][CH:7]=[C:8]([C:10]([OH:12])=O)[N:9]=1)([CH3:4])[CH3:3].[NH2:13][C@@H:14]([CH3:31])[CH2:15][N:16]1[CH:20]=[CH:19][C:18]([C:21]2[CH:28]=[C:27]([F:29])[C:24]([C:25]#[N:26])=[C:23]([Cl:30])[CH:22]=2)=[N:17]1, predict the reaction product. The product is: [Cl:30][C:23]1[CH:22]=[C:21]([C:18]2[CH:19]=[CH:20][N:16]([CH2:15][C@@H:14]([NH:13][C:10]([C:8]3[N:9]=[C:5]([C:2]([OH:1])([CH3:3])[CH3:4])[O:6][CH:7]=3)=[O:12])[CH3:31])[N:17]=2)[CH:28]=[C:27]([F:29])[C:24]=1[C:25]#[N:26]. (3) Given the reactants Br[C:2]1[CH:3]=[CH:4][C:5]([F:13])=[C:6]([C:8]2[S:9][CH:10]=[CH:11][N:12]=2)[CH:7]=1.C([Sn](CCCC)(CCCC)[C:19]1[N:23]2[CH:24]=[CH:25][C:26]([C:28]([F:31])([F:30])[F:29])=[N:27][C:22]2=[N:21][CH:20]=1)CCC, predict the reaction product. The product is: [F:13][C:5]1[CH:4]=[CH:3][C:2]([C:19]2[N:23]3[CH:24]=[CH:25][C:26]([C:28]([F:29])([F:30])[F:31])=[N:27][C:22]3=[N:21][CH:20]=2)=[CH:7][C:6]=1[C:8]1[S:9][CH:10]=[CH:11][N:12]=1.